This data is from Full USPTO retrosynthesis dataset with 1.9M reactions from patents (1976-2016). The task is: Predict the reactants needed to synthesize the given product. (1) Given the product [C:40]([O:43][CH2:44][O:14][C:13](=[O:15])[C:12]1[CH:16]=[CH:17][CH:18]=[C:10]([CH2:9][CH:8]([NH:7][C:5](=[O:6])[CH2:4][CH2:3][C:1]#[N:2])[B:21]2[O:29][CH:28]3[C:23]([CH3:33])([CH:24]4[CH2:30][CH:26]([CH2:27]3)[C:25]4([CH3:32])[CH3:31])[O:22]2)[C:11]=1[O:19][CH3:20])(=[O:42])[CH3:41], predict the reactants needed to synthesize it. The reactants are: [C:1]([CH2:3][CH2:4][C:5]([NH:7][CH:8]([B:21]1[O:29][CH:28]2[C:23]([CH3:33])([CH:24]3[CH2:30][CH:26]([CH2:27]2)[C:25]3([CH3:32])[CH3:31])[O:22]1)[CH2:9][C:10]1[C:11]([O:19][CH3:20])=[C:12]([CH:16]=[CH:17][CH:18]=1)[C:13]([OH:15])=[O:14])=[O:6])#[N:2].C(=O)([O-])[O-].[K+].[K+].[C:40]([O:43][CH2:44]Br)(=[O:42])[CH3:41]. (2) Given the product [F:21][CH:30]([C:28]([C:27]1[CH:26]=[CH:25][C:24]([O:23][CH3:22])=[CH:37][CH:36]=1)=[O:29])[C:31]([O:33][CH2:34][CH3:35])=[O:32], predict the reactants needed to synthesize it. The reactants are: [B-](F)(F)(F)F.[B-](F)(F)(F)F.C1[N+]2(CCl)CC[N+]([F:21])(CC2)C1.[CH3:22][O:23][C:24]1[CH:37]=[CH:36][C:27]([C:28]([CH2:30][C:31]([O:33][CH2:34][CH3:35])=[O:32])=[O:29])=[CH:26][CH:25]=1. (3) Given the product [Cl:1][C:2]1[CH:10]=[CH:9][C:8]([Cl:11])=[CH:7][C:3]=1[C:4]([NH:19][CH2:18][CH2:17][C:13]1[S:12][CH:16]=[CH:15][CH:14]=1)=[O:6], predict the reactants needed to synthesize it. The reactants are: [Cl:1][C:2]1[CH:10]=[CH:9][C:8]([Cl:11])=[CH:7][C:3]=1[C:4]([OH:6])=O.[S:12]1[CH:16]=[CH:15][CH:14]=[C:13]1[CH2:17][CH2:18][NH2:19].C(N(CC)CC)C. (4) Given the product [Cl-:12].[C:1]([O:5][C:6]([N:7]([CH3:8])[CH2:9][CH2:10][CH2:11][N+:23]12[CH2:28][CH2:27][CH:26]([CH2:29][CH2:30]1)[C@@H:25]([O:31][C:32](=[O:47])[C:33]([OH:46])([C:34]1[CH:39]=[CH:38][CH:37]=[CH:36][CH:35]=1)[C:40]1[CH:45]=[CH:44][CH:43]=[CH:42][CH:41]=1)[CH2:24]2)=[O:13])([CH3:4])([CH3:3])[CH3:2], predict the reactants needed to synthesize it. The reactants are: [C:1]([O:5][C:6](=[O:13])[N:7]([CH2:9][CH2:10][CH2:11][Cl:12])[CH3:8])([CH3:4])([CH3:3])[CH3:2].CCN(C(C)C)C(C)C.[N:23]12[CH2:30][CH2:29][CH:26]([CH2:27][CH2:28]1)[C@@H:25]([O:31][C:32](=[O:47])[C:33]([OH:46])([C:40]1[CH:45]=[CH:44][CH:43]=[CH:42][CH:41]=1)[C:34]1[CH:39]=[CH:38][CH:37]=[CH:36][CH:35]=1)[CH2:24]2.C([O-])([O-])=O.[K+].[K+].[I-].[Na+]. (5) Given the product [Cl:1][C:2]1[CH:3]=[C:4]([C@@H:8]2[C@@H:13]([C:14]3[CH:19]=[CH:18][C:17]([Cl:20])=[CH:16][CH:15]=3)[N:12]([CH2:21][CH:22]3[CH2:23][CH2:24]3)[C:11](=[O:25])[C:10]([CH2:26][CH2:27][OH:28])([CH2:39][CH2:40][N:42]3[CH2:47][CH2:46][O:45][CH2:44][CH2:43]3)[CH2:9]2)[CH:5]=[CH:6][CH:7]=1, predict the reactants needed to synthesize it. The reactants are: [Cl:1][C:2]1[CH:3]=[C:4]([C@@H:8]2[C@@H:13]([C:14]3[CH:19]=[CH:18][C:17]([Cl:20])=[CH:16][CH:15]=3)[N:12]([CH2:21][CH:22]3[CH2:24][CH2:23]3)[C:11](=[O:25])[C:10]([CH2:39][CH:40]=O)([CH2:26][CH2:27][O:28][Si](C(C)C)(C(C)C)C(C)C)[CH2:9]2)[CH:5]=[CH:6][CH:7]=1.[NH:42]1[CH2:47][CH2:46][O:45][CH2:44][CH2:43]1.C(O[BH-](OC(=O)C)OC(=O)C)(=O)C.[Na+].C(O)(=O)C.